This data is from Full USPTO retrosynthesis dataset with 1.9M reactions from patents (1976-2016). The task is: Predict the reactants needed to synthesize the given product. (1) Given the product [NH2:16][C:12]1[CH:11]=[CH:10][CH:9]=[C:8]2[C:13]=1[CH:14]=[CH:15][N:6]([CH:3]([CH2:2][OH:1])[CH2:4][OH:5])[C:7]2=[O:19], predict the reactants needed to synthesize it. The reactants are: [OH:1][CH2:2][CH:3]([N:6]1[CH:15]=[CH:14][C:13]2[C:8](=[CH:9][CH:10]=[CH:11][C:12]=2[N+:16]([O-])=O)[C:7]1=[O:19])[CH2:4][OH:5].CO. (2) Given the product [OH:22][C@@H:20]([C:9]1[N:8]([C@H:4]2[CH2:5][CH2:6][CH2:7][N:2]([C:36](=[O:37])[CH2:35][CH2:34][C:30]([OH:32])=[O:31])[CH2:3]2)[C:12]2=[C:13]3[S:19][CH:18]=[CH:17][C:14]3=[N:15][CH:16]=[C:11]2[N:10]=1)[CH3:21], predict the reactants needed to synthesize it. The reactants are: Cl.[NH:2]1[CH2:7][CH2:6][CH2:5][C@H:4]([N:8]2[C:12]3=[C:13]4[S:19][CH:18]=[CH:17][C:14]4=[N:15][CH:16]=[C:11]3[N:10]=[C:9]2[C@H:20]([OH:22])[CH3:21])[CH2:3]1.C(N(CC)CC)C.[C:30]([CH2:34][CH2:35][C:36](Cl)=[O:37])([O:32]C)=[O:31].O.[OH-].[Li+].Cl. (3) Given the product [CH3:14][O:13][C:7]1[CH:8]=[C:9]([O:11][CH3:12])[CH:10]=[C:2]2[C:3]=1[C:4](=[O:5])[NH:6][C:15]([C:17]1[CH:27]=[CH:26][C:20]([O:21][CH2:22][C:23]([OH:25])=[O:24])=[CH:19][CH:18]=1)=[N:1]2, predict the reactants needed to synthesize it. The reactants are: [NH2:1][C:2]1[CH:10]=[C:9]([O:11][CH3:12])[CH:8]=[C:7]([O:13][CH3:14])[C:3]=1[C:4]([NH2:6])=[O:5].[CH:15]([C:17]1[CH:27]=[CH:26][C:20]([O:21][CH2:22][C:23]([OH:25])=[O:24])=[CH:19][CH:18]=1)=O.OC1C=CC(C2NC(=O)C3C(=CC(OC)=CC=3OC)N=2)=CC=1. (4) Given the product [CH:1]1([N:6]2[C:11]3=[N:12][C:13]([NH:16][C:17]4[CH:18]=[CH:19][C:20]([N:23]5[CH2:28][CH2:27][CH2:26][CH:25]([OH:29])[CH2:24]5)=[CH:21][CH:22]=4)=[N:14][CH:15]=[C:10]3[CH:9]=[N:8][C:7]2=[O:30])[CH2:2][CH2:3][CH2:4][CH2:5]1, predict the reactants needed to synthesize it. The reactants are: [CH:1]1([N:6]2[C:11]3=[N:12][C:13]([NH:16][C:17]4[CH:22]=[CH:21][C:20]([N:23]5[CH2:28][CH2:27][CH2:26][CH:25]([OH:29])[CH2:24]5)=[CH:19][CH:18]=4)=[N:14][CH:15]=[C:10]3[CH2:9][NH:8][C:7]2=[O:30])[CH2:5][CH2:4][CH2:3][CH2:2]1.CC(C)([O-])C.[K+]. (5) Given the product [OH:1][C:2]([CH3:34])([CH3:35])[CH2:3][C@@:4]1([C:28]2[CH:33]=[CH:32][CH:31]=[CH:30][CH:29]=2)[O:9][C:8](=[O:10])[N:7]([C@H:11]([C:13]2[CH:14]=[CH:15][C:16]([C:37]3[CH:42]=[N:41][C:40]([CH3:43])=[CH:39][N:38]=3)=[CH:17][CH:18]=2)[CH3:12])[CH2:6][CH2:5]1, predict the reactants needed to synthesize it. The reactants are: [OH:1][C:2]([CH3:35])([CH3:34])[CH2:3][C@@:4]1([C:28]2[CH:33]=[CH:32][CH:31]=[CH:30][CH:29]=2)[O:9][C:8](=[O:10])[N:7]([C@H:11]([C:13]2[CH:18]=[CH:17][C:16](B3OC(C)(C)C(C)(C)O3)=[CH:15][CH:14]=2)[CH3:12])[CH2:6][CH2:5]1.Br[C:37]1[CH:42]=[N:41][C:40]([CH3:43])=[CH:39][N:38]=1. (6) Given the product [NH:1]1[C:13]2[NH:12][C:11]3[C:6](=[CH:7][CH:8]=[CH:9][CH:10]=3)[C:5]=2[N:4]=[N:3][C:2]1=[N:16][NH2:17], predict the reactants needed to synthesize it. The reactants are: [NH:1]1[C:13]2[NH:12][C:11]3[C:6](=[CH:7][CH:8]=[CH:9][CH:10]=3)[C:5]=2[N:4]=[N:3][C:2]1=S.O.[NH2:16][NH2:17]. (7) Given the product [Br:24][C:19]1[C:11]2[C:10]3[C:9]4[CH:20]=[CH:21][CH:22]=[CH:23][C:8]=4[CH:7]([C:1]4[CH:2]=[CH:3][CH:4]=[CH:5][CH:6]=4)[CH2:16][C:15]=3[CH:14]=[N:13][C:12]=2[NH:17][N:18]=1, predict the reactants needed to synthesize it. The reactants are: [C:1]1([CH:7]2[CH2:16][C:15]3[CH:14]=[N:13][C:12]4[NH:17][N:18]=[CH:19][C:11]=4[C:10]=3[C:9]3[CH:20]=[CH:21][CH:22]=[CH:23][C:8]2=3)[CH:6]=[CH:5][CH:4]=[CH:3][CH:2]=1.[Br:24]N1C(=O)CCC1=O.O.